From a dataset of NCI-60 drug combinations with 297,098 pairs across 59 cell lines. Regression. Given two drug SMILES strings and cell line genomic features, predict the synergy score measuring deviation from expected non-interaction effect. (1) Drug 1: CC12CCC(CC1=CCC3C2CCC4(C3CC=C4C5=CN=CC=C5)C)O. Drug 2: C1=NC2=C(N1)C(=S)N=C(N2)N. Cell line: M14. Synergy scores: CSS=44.3, Synergy_ZIP=0.897, Synergy_Bliss=0.742, Synergy_Loewe=-8.31, Synergy_HSA=0.837. (2) Drug 1: CC1C(C(CC(O1)OC2CC(CC3=C2C(=C4C(=C3O)C(=O)C5=C(C4=O)C(=CC=C5)OC)O)(C(=O)C)O)N)O.Cl. Drug 2: CC1CCCC2(C(O2)CC(NC(=O)CC(C(C(=O)C(C1O)C)(C)C)O)C(=CC3=CSC(=N3)C)C)C. Cell line: HCT116. Synergy scores: CSS=30.0, Synergy_ZIP=-0.472, Synergy_Bliss=0.518, Synergy_Loewe=-0.758, Synergy_HSA=0.941. (3) Drug 1: CCC1(CC2CC(C3=C(CCN(C2)C1)C4=CC=CC=C4N3)(C5=C(C=C6C(=C5)C78CCN9C7C(C=CC9)(C(C(C8N6C)(C(=O)OC)O)OC(=O)C)CC)OC)C(=O)OC)O.OS(=O)(=O)O. Drug 2: CCC1(C2=C(COC1=O)C(=O)N3CC4=CC5=C(C=CC(=C5CN(C)C)O)N=C4C3=C2)O.Cl. Cell line: EKVX. Synergy scores: CSS=-1.77, Synergy_ZIP=-1.65, Synergy_Bliss=-1.72, Synergy_Loewe=-5.38, Synergy_HSA=-3.81.